Dataset: Reaction yield outcomes from USPTO patents with 853,638 reactions. Task: Predict the reaction yield, written as a fraction of the theoretical maximum amount of product (1.0 means a 100% yield; for example, 0.34 means a 34% yield). (1) The reactants are [Cl:1][C:2]1[CH:10]=[CH:9][C:5]([C:6](Cl)=[O:7])=[CH:4][C:3]=1[N+:11]([O-:13])=[O:12].[NH2:14][C:15]1[CH:20]=[CH:19][C:18]([Br:21])=[CH:17][N:16]=1.Cl. The product is [Br:21][C:18]1[CH:19]=[CH:20][C:15]([NH:14][C:6](=[O:7])[C:5]2[CH:9]=[CH:10][C:2]([Cl:1])=[C:3]([N+:11]([O-:13])=[O:12])[CH:4]=2)=[N:16][CH:17]=1. The yield is 0.950. The catalyst is C1(C)C=CC=CC=1. (2) The reactants are ONC(=O)C1C=CC(OCC[N:13]2[C:19](=[O:20])[C:18]3[CH:21]=[CH:22][CH:23]=[N:24][C:17]=3[O:16][C:15]3[CH:25]=[CH:26][CH:27]=[CH:28][C:14]2=3)=CC=1.[OH-].[Na+].O. The catalyst is CN(C=O)C. The product is [N:24]1[C:17]2[O:16][C:15]3[CH:25]=[CH:26][CH:27]=[CH:28][C:14]=3[NH:13][C:19](=[O:20])[C:18]=2[CH:21]=[CH:22][CH:23]=1. The yield is 0.580. (3) The catalyst is CN(C=O)C.CCOC(C)=O.C1C=CC(P(C2C=CC=CC=2)[C-]2C=CC=C2)=CC=1.C1C=CC(P(C2C=CC=CC=2)[C-]2C=CC=C2)=CC=1.Cl[Pd]Cl.[Fe+2]. The reactants are [NH2:1][C:2]1[CH:7]=[CH:6][C:5]([C:8]([CH3:12])([CH3:11])[C:9]#[N:10])=[C:4](Br)[CH:3]=1.[CH3:14][N:15]1[CH:19]=[C:18](B2OC(C)(C)C(C)(C)O2)[CH:17]=[N:16]1.C(=O)([O-])[O-].[Cs+].[Cs+]. The yield is 0.640. The product is [NH2:1][C:2]1[CH:7]=[CH:6][C:5]([C:8]([CH3:12])([CH3:11])[C:9]#[N:10])=[C:4]([C:18]2[CH:17]=[N:16][N:15]([CH3:14])[CH:19]=2)[CH:3]=1.